From a dataset of Full USPTO retrosynthesis dataset with 1.9M reactions from patents (1976-2016). Predict the reactants needed to synthesize the given product. (1) Given the product [Br:8][C:5]1[CH:6]=[CH:7][C:2]2[N:3]([CH:10]=[C:11]([CH3:12])[N:1]=2)[CH:4]=1, predict the reactants needed to synthesize it. The reactants are: [NH2:1][C:2]1[CH:7]=[CH:6][C:5]([Br:8])=[CH:4][N:3]=1.Cl[CH2:10][C:11](=O)[CH3:12]. (2) Given the product [NH2:1][C:2]1[N:7]=[CH:6][N:5]=[C:4]2[N:8]([CH:12]([C:14]3[C:15]([O:32][CH2:33][CH3:34])=[C:16]([CH:22]4[CH2:28][NH:29][C:24](=[O:25])[CH2:23]4)[C:17]([CH3:21])=[C:18]([Cl:20])[CH:19]=3)[CH3:13])[N:9]=[C:10]([CH3:11])[C:3]=12, predict the reactants needed to synthesize it. The reactants are: [NH2:1][C:2]1[N:7]=[CH:6][N:5]=[C:4]2[N:8]([CH:12]([C:14]3[C:15]([O:32][CH2:33][CH3:34])=[C:16]([CH:22]([CH2:28][N+:29]([O-])=O)[CH2:23][C:24](OC)=[O:25])[C:17]([CH3:21])=[C:18]([Cl:20])[CH:19]=3)[CH3:13])[N:9]=[C:10]([CH3:11])[C:3]=12.[BH4-].[Na+]. (3) Given the product [F:18][C:19]1[CH:27]=[CH:26][CH:25]=[CH:24][C:20]=1[C:21]([N:4]([O:3][CH3:2])[CH3:5])=[O:23], predict the reactants needed to synthesize it. The reactants are: Cl.[CH3:2][O:3][NH:4][CH3:5].Cl.C(N=C=NCCCN(C)C)C.[F:18][C:19]1[CH:27]=[C:26]([N+]([O-])=O)[CH:25]=[CH:24][C:20]=1[C:21]([OH:23])=O.